This data is from Forward reaction prediction with 1.9M reactions from USPTO patents (1976-2016). The task is: Predict the product of the given reaction. (1) Given the reactants [CH2:1]([O:8][C:9]1[CH:14]=[CH:13][CH:12]=[CH:11][C:10]=1Br)[C:2]1[CH:7]=[CH:6][CH:5]=[CH:4][CH:3]=1.C([Li])CCC.S(=O)=O.C1COCC1.[S:29](Cl)([Cl:32])(=[O:31])=[O:30], predict the reaction product. The product is: [CH2:1]([O:8][C:9]1[CH:14]=[CH:13][CH:12]=[CH:11][C:10]=1[S:29]([Cl:32])(=[O:31])=[O:30])[C:2]1[CH:7]=[CH:6][CH:5]=[CH:4][CH:3]=1. (2) Given the reactants Br[C:2]1[CH:11]=[C:10]2[C:5]([CH:6]=[C:7]([C:13]3[N:14]=[C:15]4[C:20]([CH3:21])=[N:19][C:18]([CH3:22])=[CH:17][N:16]4[CH:23]=3)[C:8](=[O:12])[O:9]2)=[CH:4][CH:3]=1.CC1(C)C(C)(C)OB([C:32]2[CH2:37][CH2:36][N:35]([C:38]([O:40][C:41]([CH3:44])([CH3:43])[CH3:42])=[O:39])[CH2:34][CH:33]=2)O1.C([O-])([O-])=O.[K+].[K+].ClCCl, predict the reaction product. The product is: [CH3:22][C:18]1[N:19]=[C:20]([CH3:21])[C:15]2[N:16]([CH:23]=[C:13]([C:7]3[C:8](=[O:12])[O:9][C:10]4[C:5]([CH:6]=3)=[CH:4][CH:3]=[C:2]([C:32]3[CH2:37][CH2:36][N:35]([C:38]([O:40][C:41]([CH3:44])([CH3:43])[CH3:42])=[O:39])[CH2:34][CH:33]=3)[CH:11]=4)[N:14]=2)[CH:17]=1. (3) Given the reactants [F:1][C:2]1[C:23]([O:24][CH3:25])=[C:22]([F:26])[C:5]2[N:6]=[C:7]([NH:9][C:10]([C:12]3[N:13]=[CH:14][C:15]4[C:20]([CH:21]=3)=[CH:19][CH:18]=[CH:17][CH:16]=4)=[O:11])[NH:8][C:4]=2[C:3]=1[C:27](O)=[O:28].CN(C(ON1N=NC2C=CC=CC1=2)=[N+](C)C)C.F[P-](F)(F)(F)(F)F.CCN(C(C)C)C(C)C.S(O)(O)(=O)=O.[NH2:68][C:69]1[NH:70][CH:71]=[CH:72][N:73]=1, predict the reaction product. The product is: [F:26][C:22]1[C:5]2[N:6]=[C:7]([NH:9][C:10]([C:12]3[N:13]=[CH:14][C:15]4[C:20]([CH:21]=3)=[CH:19][CH:18]=[CH:17][CH:16]=4)=[O:11])[NH:8][C:4]=2[C:3]([C:27](=[O:28])[NH:68][C:69]2[NH:70][CH:71]=[CH:72][N:73]=2)=[C:2]([F:1])[C:23]=1[O:24][CH3:25]. (4) Given the reactants [C:1]12([C:11]3[CH:50]=[CH:49][C:14]([O:15][C:16]4[CH:17]=[CH:18][C:19]5[N:23]=[C:22]([CH2:24][O:25][C:26]6[CH:31]=[CH:30][C:29]([CH2:32][CH:33]([O:38][CH2:39][C:40]7[CH:45]=[CH:44][C:43]([F:46])=[CH:42][CH:41]=7)[C:34]([O:36]C)=[O:35])=[CH:28][CH:27]=6)[N:21]([CH3:47])[C:20]=5[CH:48]=4)=[CH:13][CH:12]=3)[CH2:10][CH:5]3[CH2:6][CH:7]([CH2:9][CH:3]([CH2:4]3)[CH2:2]1)[CH2:8]2.[OH-].[Na+].Cl.C(=O)([O-])O.[Na+], predict the reaction product. The product is: [C:1]12([C:11]3[CH:12]=[CH:13][C:14]([O:15][C:16]4[CH:17]=[CH:18][C:19]5[N:23]=[C:22]([CH2:24][O:25][C:26]6[CH:31]=[CH:30][C:29]([CH2:32][CH:33]([O:38][CH2:39][C:40]7[CH:41]=[CH:42][C:43]([F:46])=[CH:44][CH:45]=7)[C:34]([OH:36])=[O:35])=[CH:28][CH:27]=6)[N:21]([CH3:47])[C:20]=5[CH:48]=4)=[CH:49][CH:50]=3)[CH2:10][CH:5]3[CH2:4][CH:3]([CH2:9][CH:7]([CH2:6]3)[CH2:8]1)[CH2:2]2. (5) Given the reactants [C:1]([C:8]1[C:9](N)=[C:10]([NH2:24])[C:11]([C:17]([O:19][C:20]([CH3:23])([CH3:22])C)=O)=[C:12]([CH:16]=1)C(O)=O)([O:3]C(C)(C)C)=[O:2].CN(C(O[N:41]1N=[N:41][C:36]2[CH:37]=[CH:38][CH:38]=[CH:37][C:36]1=2)=[N+](C)C)C.F[P-](F)(F)(F)(F)F.C(Cl)(Cl)Cl.[CH2:54]([N:56]([CH2:59][CH3:60])[CH2:57][CH3:58])[CH3:55].CN(C=[O:65])C, predict the reaction product. The product is: [CH2:9]([CH2:10][NH2:24])[CH2:8][C:1]([OH:3])=[O:2].[CH3:55][CH2:54][N:56]([CH2:59][C:60]([NH:41][C:36]1[CH:37]=[CH:38][CH:22]=[C:20]([O:19][CH2:17][C:11]2[CH:12]=[CH:16][CH:8]=[CH:9][CH:10]=2)[CH:23]=1)=[O:65])[CH2:57][CH3:58]. (6) Given the reactants [CH2:1]([O:3][C:4](=[O:21])[CH2:5][S:6]([C:9]1[CH:14]=[CH:13][C:12]([O:15][CH2:16][CH2:17][CH:18]([CH3:20])[CH3:19])=[CH:11][CH:10]=1)(=[O:8])=[O:7])[CH3:2].Cl[CH2:23][CH2:24][N:25]([CH2:33][CH2:34]Cl)[CH2:26][C:27]1[CH:32]=[CH:31][CH:30]=[CH:29][CH:28]=1, predict the reaction product. The product is: [CH2:1]([O:3][C:4]([C:5]1([S:6]([C:9]2[CH:10]=[CH:11][C:12]([O:15][CH2:16][CH2:17][CH:18]([CH3:20])[CH3:19])=[CH:13][CH:14]=2)(=[O:7])=[O:8])[CH2:23][CH2:24][N:25]([CH2:26][C:27]2[CH:32]=[CH:31][CH:30]=[CH:29][CH:28]=2)[CH2:33][CH2:34]1)=[O:21])[CH3:2]. (7) Given the reactants [C:1]([O:5][C:6]([N:8]1[CH2:12][CH2:11][C@H:10]([N:13]2[CH2:17][CH2:16][CH2:15][C@@H:14]2[CH3:18])[CH2:9]1)=[O:7])([CH3:4])([CH3:3])[CH3:2].C1(C)C=CC(S(O[C@@H]2CCN(C(O)=O)C2)(=O)=O)=CC=1.C[C@@H]1CCCN1, predict the reaction product. The product is: [C:1]([O:5][C:6]([N:8]1[CH2:12][CH2:11][C@H:10]([N:13]2[CH2:17][CH2:16][CH2:15][C@H:14]2[CH3:18])[CH2:9]1)=[O:7])([CH3:4])([CH3:2])[CH3:3].